This data is from Merck oncology drug combination screen with 23,052 pairs across 39 cell lines. The task is: Regression. Given two drug SMILES strings and cell line genomic features, predict the synergy score measuring deviation from expected non-interaction effect. (1) Drug 1: CN(Cc1cnc2nc(N)nc(N)c2n1)c1ccc(C(=O)NC(CCC(=O)O)C(=O)O)cc1. Drug 2: Cn1c(=O)n(-c2ccc(C(C)(C)C#N)cc2)c2c3cc(-c4cnc5ccccc5c4)ccc3ncc21. Cell line: OV90. Synergy scores: synergy=5.44. (2) Drug 1: N.N.O=C(O)C1(C(=O)O)CCC1.[Pt]. Drug 2: O=C(CCCCCCC(=O)Nc1ccccc1)NO. Cell line: PA1. Synergy scores: synergy=-13.3. (3) Drug 1: O=P1(N(CCCl)CCCl)NCCCO1. Drug 2: CCN(CC)CCNC(=O)c1c(C)[nH]c(C=C2C(=O)Nc3ccc(F)cc32)c1C. Cell line: RKO. Synergy scores: synergy=3.85. (4) Drug 1: CC(=O)OC1C(=O)C2(C)C(O)CC3OCC3(OC(C)=O)C2C(OC(=O)c2ccccc2)C2(O)CC(OC(=O)C(O)C(NC(=O)c3ccccc3)c3ccccc3)C(C)=C1C2(C)C. Drug 2: C=CCn1c(=O)c2cnc(Nc3ccc(N4CCN(C)CC4)cc3)nc2n1-c1cccc(C(C)(C)O)n1. Cell line: SW620. Synergy scores: synergy=8.82. (5) Drug 1: CS(=O)(=O)CCNCc1ccc(-c2ccc3ncnc(Nc4ccc(OCc5cccc(F)c5)c(Cl)c4)c3c2)o1. Drug 2: CC1(c2nc3c(C(N)=O)cccc3[nH]2)CCCN1. Cell line: LOVO. Synergy scores: synergy=15.5.